Task: Predict the reaction yield, written as a fraction of the theoretical maximum amount of product (1.0 means a 100% yield; for example, 0.34 means a 34% yield).. Dataset: Reaction yield outcomes from USPTO patents with 853,638 reactions (1) The reactants are [Br:1][C:2]1[CH:7]=[CH:6][C:5]([C:8]2[S:12][C:11]3[CH:13]=[C:14]([O:17]C)[CH:15]=[CH:16][C:10]=3[CH:9]=2)=[CH:4][CH:3]=1.B(Br)(Br)Br. No catalyst specified. The product is [Br:1][C:2]1[CH:7]=[CH:6][C:5]([C:8]2[S:12][C:11]3[CH:13]=[C:14]([OH:17])[CH:15]=[CH:16][C:10]=3[CH:9]=2)=[CH:4][CH:3]=1. The yield is 0.880. (2) The reactants are [NH:1](C(OCC1C2C(=CC=CC=2)C2C1=CC=CC=2)=O)[C@H:2]([C:10]([NH:12][C@H:13]([C:18]([O:20][C:21]([CH3:24])([CH3:23])[CH3:22])=[O:19])[CH2:14][CH:15]([CH3:17])[CH3:16])=[O:11])[CH2:3][S:4][CH2:5][NH:6][C:7]([CH3:9])=[O:8]. The catalyst is N1CCCCC1.C(Cl)Cl. The product is [NH2:1][C@H:2]([C:10]([NH:12][C@H:13]([C:18]([O:20][C:21]([CH3:23])([CH3:22])[CH3:24])=[O:19])[CH2:14][CH:15]([CH3:16])[CH3:17])=[O:11])[CH2:3][S:4][CH2:5][NH:6][C:7]([CH3:9])=[O:8]. The yield is 0.731. (3) The reactants are Cl[C:2]1[C:11]2[C:6](=[C:7]([CH3:14])[C:8]([O:12][CH3:13])=[CH:9][CH:10]=2)[N:5]=[C:4]([C:15]2[CH:16]=[N:17][N:18]([CH2:20][CH3:21])[CH:19]=2)[CH:3]=1.[OH-:22].[K+]. The catalyst is CS(C)=O. The product is [CH2:20]([N:18]1[CH:19]=[C:15]([C:4]2[CH:3]=[C:2]([OH:22])[C:11]3[C:6](=[C:7]([CH3:14])[C:8]([O:12][CH3:13])=[CH:9][CH:10]=3)[N:5]=2)[CH:16]=[N:17]1)[CH3:21]. The yield is 0.360. (4) The reactants are [O:1]=[S:2]1(=[O:30])[CH2:7][CH2:6][N:5]([C:8]([C:10]2[NH:11][C:12]3[C:17]([CH:18]=2)=[CH:16][C:15]([C:19]([N:21]2[CH2:26][CH2:25][N:24]([CH:27]([CH3:29])[CH3:28])[CH2:23][CH2:22]2)=[O:20])=[CH:14][CH:13]=3)=[O:9])[CH2:4][CH2:3]1.[H-].[Na+].Br[CH2:34][C:35]#[N:36]. The catalyst is CN(C)C=O. The product is [O:30]=[S:2]1(=[O:1])[CH2:7][CH2:6][N:5]([C:8]([C:10]2[N:11]([CH2:34][C:35]#[N:36])[C:12]3[C:17]([CH:18]=2)=[CH:16][C:15]([C:19]([N:21]2[CH2:22][CH2:23][N:24]([CH:27]([CH3:28])[CH3:29])[CH2:25][CH2:26]2)=[O:20])=[CH:14][CH:13]=3)=[O:9])[CH2:4][CH2:3]1. The yield is 0.110.